From a dataset of Forward reaction prediction with 1.9M reactions from USPTO patents (1976-2016). Predict the product of the given reaction. (1) Given the reactants [O-][N+:2]1[CH:7]=[CH:6][CH:5]=[CH:4][C:3]=1[CH2:8][CH2:9][C:10]([O:12][C:13]([CH3:16])([CH3:15])[CH3:14])=[O:11].C[Si]([C:21]#[N:22])(C)C.CN(C)C(Cl)=O.C(OCC)(=O)C, predict the reaction product. The product is: [C:21]([C:7]1[N:2]=[C:3]([CH2:8][CH2:9][C:10]([O:12][C:13]([CH3:16])([CH3:15])[CH3:14])=[O:11])[CH:4]=[CH:5][CH:6]=1)#[N:22]. (2) Given the reactants [CH3:1][O:2][C:3]1[C:28]([O:29][CH3:30])=[CH:27][CH:26]=[CH:25][C:4]=1[CH2:5][N:6]([CH2:18][CH2:19][CH2:20][CH2:21][CH2:22][CH2:23][CH3:24])[C:7](=[O:17])[CH2:8][CH2:9][C:10]1[CH:15]=[CH:14][C:13]([OH:16])=[CH:12][CH:11]=1.Br[CH2:32][C:33]1[CH:42]=[CH:41][CH:40]=[CH:39][C:34]=1[C:35]([O:37][CH3:38])=[O:36].C(=O)([O-])[O-].[K+].[K+].C(O)C(N)(CO)CO, predict the reaction product. The product is: [CH3:1][O:2][C:3]1[C:28]([O:29][CH3:30])=[CH:27][CH:26]=[CH:25][C:4]=1[CH2:5][N:6]([CH2:18][CH2:19][CH2:20][CH2:21][CH2:22][CH2:23][CH3:24])[C:7](=[O:17])[CH2:8][CH2:9][C:10]1[CH:15]=[CH:14][C:13]([O:16][CH2:32][C:33]2[CH:42]=[CH:41][CH:40]=[CH:39][C:34]=2[C:35]([O:37][CH3:38])=[O:36])=[CH:12][CH:11]=1.